This data is from Reaction yield outcomes from USPTO patents with 853,638 reactions. The task is: Predict the reaction yield, written as a fraction of the theoretical maximum amount of product (1.0 means a 100% yield; for example, 0.34 means a 34% yield). The reactants are [OH:1][C:2]1([C@H:7]([NH:9][C:10]([C:12]2[C:20]3[C:15](=[N:16][CH:17]=[C:18]([CH:21]4[CH2:23][CH2:22]4)[N:19]=3)[N:14](COCC[Si](C)(C)C)[CH:13]=2)=[O:11])[CH3:8])[CH2:6][CH2:5][CH2:4][CH2:3]1.C(O)(C(F)(F)F)=O. The catalyst is C(Cl)Cl. The product is [OH:1][C:2]1([C@H:7]([NH:9][C:10]([C:12]2[C:20]3[C:15](=[N:16][CH:17]=[C:18]([CH:21]4[CH2:23][CH2:22]4)[N:19]=3)[NH:14][CH:13]=2)=[O:11])[CH3:8])[CH2:6][CH2:5][CH2:4][CH2:3]1. The yield is 0.680.